Task: Predict the reactants needed to synthesize the given product.. Dataset: Full USPTO retrosynthesis dataset with 1.9M reactions from patents (1976-2016) (1) Given the product [OH:16][CH:17]([C:25]1[CH:26]=[C:27]([O:33][CH3:34])[C:28]([C:31]#[N:32])=[CH:29][N:30]=1)[CH2:18][N:19]1[CH2:20][CH2:21][N:22]([CH2:14][CH:12]([OH:13])[C:8]2[CH:9]=[C:10]3[C:5](=[CH:6][CH:7]=2)[C:4](=[O:15])[O:3][C@@H:2]([CH3:1])[CH2:11]3)[CH2:23][CH2:24]1, predict the reactants needed to synthesize it. The reactants are: [CH3:1][C@@H:2]1[CH2:11][C:10]2[C:5](=[CH:6][CH:7]=[C:8]([CH:12]3[CH2:14][O:13]3)[CH:9]=2)[C:4](=[O:15])[O:3]1.[OH:16][CH:17]([C:25]1[N:30]=[CH:29][C:28]([C:31]#[N:32])=[C:27]([O:33][CH3:34])[CH:26]=1)[CH2:18][N:19]1[CH2:24][CH2:23][NH:22][CH2:21][CH2:20]1. (2) Given the product [Br:8][C:6]1[CH:7]=[C:2]([NH:1][C:14](=[O:15])[CH2:13][CH2:12][N:11]([CH3:17])[CH3:10])[CH:3]=[N:4][CH:5]=1, predict the reactants needed to synthesize it. The reactants are: [NH2:1][C:2]1[CH:3]=[N:4][CH:5]=[C:6]([Br:8])[CH:7]=1.Cl.[CH3:10][N:11]([CH3:17])[CH2:12][CH2:13][C:14](O)=[O:15].C(N(CCCC)CCCC)CCC.[I-].ClC1C=CC=C[N+]=1C. (3) The reactants are: [CH3:1][O:2][C:3]1[CH:20]=[CH:19][C:6]2[N:7]=[C:8]([C:10]3[CH:15]=[CH:14][C:13]([N+:16]([O-])=O)=[CH:12][CH:11]=3)[S:9][C:5]=2[CH:4]=1.O.O.[Sn](Cl)Cl. Given the product [CH3:1][O:2][C:3]1[CH:20]=[CH:19][C:6]2[N:7]=[C:8]([C:10]3[CH:11]=[CH:12][C:13]([NH2:16])=[CH:14][CH:15]=3)[S:9][C:5]=2[CH:4]=1, predict the reactants needed to synthesize it. (4) Given the product [Br:21][C:22]1[CH:23]=[C:24]([C:9]2[CH:10]=[N:11][N:12]([C:14]3[CH:19]=[CH:18][CH:17]=[CH:16][N:15]=3)[CH:13]=2)[CH:25]=[C:26]([Cl:28])[CH:27]=1, predict the reactants needed to synthesize it. The reactants are: CC1(C)C(C)(C)OB([C:9]2[CH:10]=[N:11][N:12]([C:14]3[CH:19]=[CH:18][CH:17]=[CH:16][N:15]=3)[CH:13]=2)O1.[Br:21][C:22]1[CH:27]=[C:26]([Cl:28])[CH:25]=[C:24](Br)[CH:23]=1.P([O-])([O-])([O-])=O.[K+].[K+].[K+]. (5) Given the product [O:1]1[C:6]2[CH:7]=[CH:8][CH:9]=[CH:10][C:5]=2[O:4][CH2:3][CH:2]1[CH2:11][N:12]1[CH2:17][CH2:16][CH2:15][C:14]([CH2:18][CH3:19])([CH2:20][O:21][CH3:23])[CH2:13]1, predict the reactants needed to synthesize it. The reactants are: [O:1]1[C:6]2[CH:7]=[CH:8][CH:9]=[CH:10][C:5]=2[O:4][CH2:3][CH:2]1[CH2:11][N:12]1[CH2:17][CH2:16][CH2:15][C:14]([CH2:20][OH:21])([CH2:18][CH3:19])[CH2:13]1.O1C2C=CC=CC=2OC[CH:23]1CN1CCCC(COC)(C)C1.